The task is: Binary Classification. Given a miRNA mature sequence and a target amino acid sequence, predict their likelihood of interaction.. This data is from Experimentally validated miRNA-target interactions with 360,000+ pairs, plus equal number of negative samples. (1) The miRNA is hsa-miR-451b with sequence UAGCAAGAGAACCAUUACCAUU. The protein sequence of the target gene is MSAGGASVPPPPNPAVSFPPPRVTLPAGPDILRTYSGAFVCLEILFGGLVWILVASSNVPLPLLQGWVMFVSVTAFFFSLLFLGMFLSGMVAQIDANWNFLDFAYHFTVFVFYFGAFLLEAAATSLHDLHCNTTITGQPLLSDNQYNINVAASIFAFMTTACYGCSLGLALRRWRP. Result: 0 (no interaction). (2) The miRNA is hsa-let-7g-3p with sequence CUGUACAGGCCACUGCCUUGC. The protein sequence of the target gene is MATDDSIIVLDDDDEDEAAAQPGPSNLPPNPASTGPGPGLSQQATGLSEPRVDGGSSNSGSRKCYKLDNEKLFEEFLELCKTETSDHPEVVPFLHKLQQRAQSVFLASAEFCNILSRVLARSRKRPAKIYVYINELCTVLKAHSIKKKLNLAPAASTTSEASGPNPPTEPPSDLTNTENTASEASRTRGSRRQIQRLEQLLALYVAEIRRLQEKELDLSELDDPDSSYLQEARLKRKLIRLFGRLCELKDCSSLTGRVIEQRIPYRGTRYPEVNRRIERLINKPGLDTFPDYGDVLRAVE.... Result: 0 (no interaction). (3) The miRNA is hsa-miR-6516-5p with sequence UUUGCAGUAACAGGUGUGAGCA. The protein sequence of the target gene is MDCGSVGGQRTQRLPGRQRLLFLPVGLSGRPGGSETSARRCLSALSDGLGALRPRAPAARGGVSRASPLLLLLLVPSPRLAAAAPRRQLGDWERSRLGYAAPPAGRSSAWRCSPGVAAAAGALPQYHGPAPALVSCRRELSLSAGSLQLERKRRDFTSSGSRKLYFDTHALVCLLEDNGFATQQAEIIVSALVKILEANMDIVYKDMVTKMQQEITFQQVMSQIANVKKDMIILEKSEFSALRAENEKIKLELHQLKQQVMDEVIKVRTDTKLDFNLEKSRVKELYSLNEKKLLELRTEI.... Result: 1 (interaction). (4) The miRNA is hsa-miR-629-5p with sequence UGGGUUUACGUUGGGAGAACU. The protein sequence of the target gene is MEDLGENTMVLSTLRSLNNFISQRVEGGSGLDISTSAPGSLQMQYQQSMQLEERAEQIRSKSHLIQVEREKMQMELSHKRARVELERAASTSARNYEREVDRNQELLTRIRQLQEREAGAEEKMQEQLERNRQCQQNLDAASKRLREKEDSLAQAGETINALKGRISELQWSVMDQEMRVKRLESEKQELQEQLDLQHKKCQEANQKIQELQASQEARADHEQQIKDLEQKLSLQEQDAAIVKNMKSELVRLPRLERELKQLREESAHLREMRETNGLLQEELEGLQRKLGRQEKMQETL.... Result: 0 (no interaction).